Predict the reaction yield, written as a fraction of the theoretical maximum amount of product (1.0 means a 100% yield; for example, 0.34 means a 34% yield). From a dataset of Reaction yield outcomes from USPTO patents with 853,638 reactions. (1) The reactants are [CH2:1]([N:3]([CH2:7][CH2:8][CH2:9][CH2:10][O:11][C:12]1[CH:30]=[CH:29][C:15]2[C:16]([C:19]3[CH:24]=[CH:23][C:22]([C:25]([F:28])([F:27])[F:26])=[CH:21][CH:20]=3)=[N:17][S:18][C:14]=2[CH:13]=1)[CH2:4][CH2:5]O)[CH3:2].CCN(S(F)(F)[F:37])CC.C([O-])([O-])=O.[Na+].[Na+]. The catalyst is C(Cl)Cl. The product is [CH2:1]([N:3]([CH2:4][CH2:5][F:37])[CH2:7][CH2:8][CH2:9][CH2:10][O:11][C:12]1[CH:30]=[CH:29][C:15]2[C:16]([C:19]3[CH:24]=[CH:23][C:22]([C:25]([F:28])([F:27])[F:26])=[CH:21][CH:20]=3)=[N:17][S:18][C:14]=2[CH:13]=1)[CH3:2]. The yield is 0.160. (2) The yield is 0.980. The catalyst is [Pd](Cl)Cl.[Cu]I.C1(P(C2C=CC=CC=2)C2C=CC=CC=2)C=CC=CC=1. The reactants are I[C:2]1[CH:7]=[CH:6][C:5]([Br:8])=[CH:4][CH:3]=1.[CH:9]#[C:10][CH2:11][CH2:12][CH2:13][CH2:14][CH2:15][CH2:16][CH2:17][CH3:18].C(OP([O-])OCC)C. The product is [C:9]([C:2]1[CH:7]=[CH:6][C:5]([Br:8])=[CH:4][CH:3]=1)#[C:10][CH2:11][CH2:12][CH2:13][CH2:14][CH2:15][CH2:16][CH2:17][CH3:18].